Dataset: Reaction yield outcomes from USPTO patents with 853,638 reactions. Task: Predict the reaction yield, written as a fraction of the theoretical maximum amount of product (1.0 means a 100% yield; for example, 0.34 means a 34% yield). (1) The reactants are [Br:1][C:2]1[CH:11]=[C:10]2[C:5]([CH:6]=[C:7](Cl)[N:8]=[CH:9]2)=[CH:4][CH:3]=1.[CH3:13][O-:14].[Na+]. The catalyst is COCCOCCOC.C1(C)C=CC=CC=1.O. The product is [Br:1][C:2]1[CH:11]=[C:10]2[C:5]([CH:6]=[C:7]([O:14][CH3:13])[N:8]=[CH:9]2)=[CH:4][CH:3]=1. The yield is 0.850. (2) The reactants are Cl[C:2]1[CH:7]=[CH:6][C:5]([CH:8]([NH2:16])[CH2:9][C:10]2[CH:15]=[CH:14][CH:13]=[CH:12][CH:11]=2)=[CH:4][CH:3]=1.[C:17](Cl)(Cl)=[S:18].C(=O)([O-])[O-].[K+].[K+].O.[Cl:28]CCl. No catalyst specified. The product is [Cl:28][C:13]1[CH:14]=[CH:15][C:10]([CH2:9][CH:8]([N:16]=[C:17]=[S:18])[C:5]2[CH:6]=[CH:7][CH:2]=[CH:3][CH:4]=2)=[CH:11][CH:12]=1. The yield is 0.990. (3) The reactants are Cl[C:2]1[C:7]([C:8]#[N:9])=[CH:6][CH:5]=[CH:4][N:3]=1.[F:10][C:11]([F:23])([F:22])[O:12][C:13]1[CH:18]=[CH:17][CH:16]=[CH:15][C:14]=1B(O)O. No catalyst specified. The product is [F:10][C:11]([F:22])([F:23])[O:12][C:13]1[CH:18]=[CH:17][C:16]([C:2]2[N:3]=[CH:4][CH:5]=[CH:6][C:7]=2[C:8]#[N:9])=[CH:15][CH:14]=1. The yield is 0.710. (4) The reactants are [C:1]1([N:7]2[C:15]3[CH2:14][CH2:13][NH:12][CH2:11][C:10]=3[N:9]=[N:8]2)[CH:6]=[CH:5][CH:4]=[CH:3][CH:2]=1.[Cl:16][C:17]1[C:25]([C:26]([F:29])([F:28])[F:27])=[CH:24][CH:23]=[CH:22][C:18]=1[C:19](O)=[O:20].CCN(CC)CC.CN(C(ON1N=NC2C=CC=NC1=2)=[N+](C)C)C.F[P-](F)(F)(F)(F)F. The catalyst is C(Cl)Cl. The product is [Cl:16][C:17]1[C:25]([C:26]([F:28])([F:29])[F:27])=[CH:24][CH:23]=[CH:22][C:18]=1[C:19]([N:12]1[CH2:13][CH2:14][C:15]2[N:7]([C:1]3[CH:2]=[CH:3][CH:4]=[CH:5][CH:6]=3)[N:8]=[N:9][C:10]=2[CH2:11]1)=[O:20]. The yield is 0.910. (5) The reactants are C([O:4][C@H:5]1[C:9]2[N:10]=[CH:11][N:12]=[C:13]([N:14]3[CH2:19][CH2:18][N:17]([C:20]([O:22][C:23]([CH3:26])([CH3:25])[CH3:24])=[O:21])[CH2:16][CH2:15]3)[C:8]=2[C@H:7]([CH3:27])[CH2:6]1)(=O)C.[Li+].[OH-]. The catalyst is C1COCC1. The product is [OH:4][C@H:5]1[C:9]2[N:10]=[CH:11][N:12]=[C:13]([N:14]3[CH2:19][CH2:18][N:17]([C:20]([O:22][C:23]([CH3:26])([CH3:25])[CH3:24])=[O:21])[CH2:16][CH2:15]3)[C:8]=2[C@H:7]([CH3:27])[CH2:6]1. The yield is 0.700.